This data is from Forward reaction prediction with 1.9M reactions from USPTO patents (1976-2016). The task is: Predict the product of the given reaction. Given the reactants [P:1](Cl)(Cl)([O:3][C:4]1[CH:9]=[CH:8][CH:7]=[CH:6][CH:5]=1)=[O:2].Cl.[CH:13]([O:16][C:17](=[O:27])[C@H:18]([CH2:20][C:21]1[CH:26]=[CH:25][CH:24]=[CH:23][CH:22]=1)[NH2:19])([CH3:15])[CH3:14].C(N(CC)CC)C.[CH:35]1[C:40]([N+:41]([O-:43])=[O:42])=[CH:39][CH:38]=[C:37]([OH:44])[CH:36]=1, predict the reaction product. The product is: [N+:41]([C:40]1[CH:39]=[CH:38][C:37]([O:44][P:1]([NH:19][C@@H:18]([CH2:20][C:21]2[CH:22]=[CH:23][CH:24]=[CH:25][CH:26]=2)[C:17]([O:16][CH:13]([CH3:15])[CH3:14])=[O:27])([O:3][C:4]2[CH:9]=[CH:8][CH:7]=[CH:6][CH:5]=2)=[O:2])=[CH:36][CH:35]=1)([O-:43])=[O:42].